Task: Predict the reaction yield, written as a fraction of the theoretical maximum amount of product (1.0 means a 100% yield; for example, 0.34 means a 34% yield).. Dataset: Reaction yield outcomes from USPTO patents with 853,638 reactions (1) The reactants are [NH:1]1[CH2:5][CH2:4][CH2:3][CH2:2]1.N1CCC[C@H]1C(O)=O.I[C:15]1[CH:20]=[CH:19][CH:18]=[CH:17][CH:16]=1. The catalyst is [Cu]I.CS(C)=O. The product is [C:15]1([N:1]2[CH2:5][CH2:4][CH2:3][CH2:2]2)[CH:20]=[CH:19][CH:18]=[CH:17][CH:16]=1. The yield is 0.570. (2) The reactants are [CH3:1][N:2]1[CH:10]=[C:9]2[C:4]([CH:5]=[C:6]([NH:11][C:12]([C:14]3[CH:19]=[CH:18][CH:17]=[CH:16][C:15]=3[NH:20][CH2:21][C:22]3[CH:27]=[CH:26][N:25]=[C:24]([NH:28][C:29]([N:31]4[CH2:36][CH2:35][C:34](=[O:37])[CH2:33][CH2:32]4)=[O:30])[CH:23]=3)=[O:13])[CH:7]=[CH:8]2)=[N:3]1.[CH3:38][Li]. The catalyst is C1COCC1. The product is [CH3:1][N:2]1[CH:10]=[C:9]2[C:4]([CH:5]=[C:6]([NH:11][C:12]([C:14]3[CH:19]=[CH:18][CH:17]=[CH:16][C:15]=3[NH:20][CH2:21][C:22]3[CH:27]=[CH:26][N:25]=[C:24]([NH:28][C:29]([N:31]4[CH2:32][CH2:33][C:34]([OH:37])([CH3:38])[CH2:35][CH2:36]4)=[O:30])[CH:23]=3)=[O:13])[CH:7]=[CH:8]2)=[N:3]1. The yield is 0.230. (3) The reactants are [CH3:1][O:2][C:3]1[CH:4]=[C:5]2[C:10](=[CH:11][C:12]=1[O:13][CH3:14])[N:9]=[CH:8][N:7]=[C:6]2[O:15][C:16]1[CH:17]=[C:18]([CH:20]=[CH:21][CH:22]=1)[NH2:19].[F:23][C:24]([F:45])([F:44])[C:25]([C:28]1[CH:32]=[C:31]([NH:33][C:34](=O)[O:35]C2C=CC(Cl)=CC=2)[O:30][N:29]=1)([CH3:27])[CH3:26]. The yield is 0.510. The catalyst is C1COCC1.CN(C)C1C=CN=CC=1. The product is [CH3:1][O:2][C:3]1[CH:4]=[C:5]2[C:10](=[CH:11][C:12]=1[O:13][CH3:14])[N:9]=[CH:8][N:7]=[C:6]2[O:15][C:16]1[CH:17]=[C:18]([NH:19][C:34]([NH:33][C:31]2[O:30][N:29]=[C:28]([C:25]([CH3:27])([CH3:26])[C:24]([F:45])([F:44])[F:23])[CH:32]=2)=[O:35])[CH:20]=[CH:21][CH:22]=1. (4) The reactants are Br.[Br:2][CH2:3][CH2:4][CH2:5][NH2:6].C([O-])([O-])=O.[K+].[K+].[C:13](O[C:13]([O:15][C:16]([CH3:19])([CH3:18])[CH3:17])=[O:14])([O:15][C:16]([CH3:19])([CH3:18])[CH3:17])=[O:14]. The catalyst is O1CCOCC1.O. The product is [Br:2][CH:3]([C:13]([O:15][C:16]([CH3:19])([CH3:18])[CH3:17])=[O:14])[CH2:4][CH2:5][NH2:6]. The yield is 0.930. (5) The reactants are Br[C:2]1[C:10]2[O:9][C:8]([CH3:12])([CH3:11])[CH2:7][C:6]=2[C:5]([CH3:13])=[C:4]([NH:14][C:15](=[O:21])[CH2:16][C:17]([CH3:20])([CH3:19])[CH3:18])[C:3]=1[CH3:22].[CH:23]([C:26]1[CH:31]=[CH:30][C:29]([OH:32])=[CH:28][CH:27]=1)([CH3:25])[CH3:24].C(=O)([O-])[O-].[K+].[K+].O. The catalyst is N1C=CC=CC=1.[Cu](I)I. The product is [CH:23]([C:26]1[CH:31]=[CH:30][C:29]([O:32][C:2]2[C:10]3[O:9][C:8]([CH3:12])([CH3:11])[CH2:7][C:6]=3[C:5]([CH3:13])=[C:4]([NH:14][C:15](=[O:21])[CH2:16][C:17]([CH3:20])([CH3:19])[CH3:18])[C:3]=2[CH3:22])=[CH:28][CH:27]=1)([CH3:25])[CH3:24]. The yield is 0.400. (6) The reactants are [N+:1]([C:4]1[CH:5]=[C:6](O)[CH:7]=[CH:8][CH:9]=1)([O-:3])=[O:2].ClC[C:13]1[O:17][C:16]([C:18]([O:20][CH3:21])=[O:19])=[CH:15][CH:14]=1.[C:22]([O-])([O-])=[O:23].[K+].[K+]. The catalyst is CC(C)=O.O. The product is [N+:1]([C:4]1[CH:5]=[CH:6][C:7]([O:23][CH2:22][C:14]2[CH:15]=[C:16]([C:18]([O:20][CH3:21])=[O:19])[O:17][CH:13]=2)=[CH:8][CH:9]=1)([O-:3])=[O:2]. The yield is 0.900. (7) The reactants are [Br:1][C:2]1[CH:3]=[C:4]([S:15][C:16]2[N:17]([CH3:25])[C:18]([C:21](OC)=[O:22])=[CH:19][N:20]=2)[C:5]([NH:8][C:9]2[S:10][CH:11]=[C:12]([CH3:14])[N:13]=2)=[N:6][CH:7]=1.CC(C[AlH]CC(C)C)C. The catalyst is C1COCC1.[C@H](O)(C([O-])=O)[C@@H](O)C([O-])=O.[Na+].[K+]. The product is [Br:1][C:2]1[CH:3]=[C:4]([S:15][C:16]2[N:17]([CH3:25])[C:18]([CH2:21][OH:22])=[CH:19][N:20]=2)[C:5]([NH:8][C:9]2[S:10][CH:11]=[C:12]([CH3:14])[N:13]=2)=[N:6][CH:7]=1. The yield is 0.0900. (8) The reactants are Br[C:2]1[CH:17]=[CH:16][C:5]2[N:6]=[C:7]([O:9][CH:10]3[CH2:15][CH2:14][NH:13][CH2:12][CH2:11]3)[S:8][C:4]=2[CH:3]=1.CC1(C)C(C)(C)OB([C:26]2[CH2:31][CH2:30][N:29]([C:32]([O:34][C:35]([CH3:38])([CH3:37])[CH3:36])=[O:33])[CH2:28][CH:27]=2)O1.C([O-])([O-])=O.[K+].[K+]. The catalyst is O1CCOCC1.O.C1C=CC([P]([Pd]([P](C2C=CC=CC=2)(C2C=CC=CC=2)C2C=CC=CC=2)([P](C2C=CC=CC=2)(C2C=CC=CC=2)C2C=CC=CC=2)[P](C2C=CC=CC=2)(C2C=CC=CC=2)C2C=CC=CC=2)(C2C=CC=CC=2)C2C=CC=CC=2)=CC=1. The product is [NH:13]1[CH2:14][CH2:15][CH:10]([O:9][C:7]2[S:8][C:4]3[CH:3]=[C:2]([C:26]4[CH2:31][CH2:30][N:29]([C:32]([O:34][C:35]([CH3:38])([CH3:37])[CH3:36])=[O:33])[CH2:28][CH:27]=4)[CH:17]=[CH:16][C:5]=3[N:6]=2)[CH2:11][CH2:12]1. The yield is 0.870. (9) The reactants are Br[C:2]1[CH:7]=[CH:6][CH:5]=[C:4]([Cl:8])[CH:3]=1.[Li]CCCC.CCCCCC.CON(C)[C:23]([C@@H:25]1[CH2:30][CH2:29][CH2:28][N:27]([C:31]([O:33][C:34]([CH3:37])([CH3:36])[CH3:35])=[O:32])[CH2:26]1)=[O:24]. The catalyst is C1COCC1. The product is [Cl:8][C:4]1[CH:3]=[C:2]([CH:7]=[CH:6][CH:5]=1)[C:23]([C@@H:25]1[CH2:30][CH2:29][CH2:28][N:27]([C:31]([O:33][C:34]([CH3:37])([CH3:36])[CH3:35])=[O:32])[CH2:26]1)=[O:24]. The yield is 1.00. (10) The reactants are [ClH:1].O1CCOCC1.[CH3:8][O:9][C:10]([C:12]1([N:24]([CH:26]=[O:27])[CH3:25])[CH2:16][CH2:15][N:14](C(OC(C)(C)C)=O)[CH2:13]1)=[O:11]. The catalyst is C(Cl)Cl. The product is [ClH:1].[CH3:8][O:9][C:10]([C:12]1([N:24]([CH:26]=[O:27])[CH3:25])[CH2:16][CH2:15][NH:14][CH2:13]1)=[O:11]. The yield is 1.00.